From a dataset of Full USPTO retrosynthesis dataset with 1.9M reactions from patents (1976-2016). Predict the reactants needed to synthesize the given product. (1) Given the product [N:35]1[CH:36]=[CH:37][CH:38]=[CH:39][C:34]=1[CH2:33][NH:13][CH2:14][C:15]1[CH:20]=[CH:19][C:18]([CH2:21][N:22]([CH2:46][C:47]2[CH:52]=[CH:51][CH:50]=[CH:49][CH:48]=2)[CH:23]2[C:32]3[N:31]=[CH:30][CH:29]=[CH:28][C:27]=3[CH2:26][CH2:25][CH2:24]2)=[CH:17][CH:16]=1, predict the reactants needed to synthesize it. The reactants are: [N+](C1C=CC=CC=1S([N:13]([CH2:33][C:34]1[CH:39]=[CH:38][CH:37]=[CH:36][N:35]=1)[CH2:14][C:15]1[CH:20]=[CH:19][C:18]([CH2:21][NH:22][CH:23]2[C:32]3[N:31]=[CH:30][CH:29]=[CH:28][C:27]=3[CH2:26][CH2:25][CH2:24]2)=[CH:17][CH:16]=1)(=O)=O)([O-])=O.C([O-])([O-])=O.[K+].[K+].[CH2:46](Br)[C:47]1[CH:52]=[CH:51][CH:50]=[CH:49][CH:48]=1. (2) Given the product [CH3:1][Si:2]([CH3:10])([CH3:9])[CH2:3][CH2:4][S:5]([N:12]1[CH2:13][CH2:14][CH:15]([O:18][C:19]2[CH:26]=[CH:25][C:22]([C:23]#[N:24])=[CH:21][CH:20]=2)[CH2:16][CH2:17]1)(=[O:7])=[O:6], predict the reactants needed to synthesize it. The reactants are: [CH3:1][Si:2]([CH3:10])([CH3:9])[CH2:3][CH2:4][S:5](Cl)(=[O:7])=[O:6].Cl.[NH:12]1[CH2:17][CH2:16][CH:15]([O:18][C:19]2[CH:26]=[CH:25][C:22]([C:23]#[N:24])=[CH:21][CH:20]=2)[CH2:14][CH2:13]1.[OH-].[Na+].